This data is from Catalyst prediction with 721,799 reactions and 888 catalyst types from USPTO. The task is: Predict which catalyst facilitates the given reaction. (1) Reactant: [NH2:1][CH2:2][CH2:3][OH:4].CO.CO[C:9]([C:11]1[NH:12][C:13]2[CH:14]=[C:15]([NH:25][C:26]([O:28][C:29]([CH3:32])([CH3:31])[CH3:30])=[O:27])[CH:16]=[C:17]3[C:23](=[O:24])[NH:22][N:21]=[CH:20][C:19]=1[C:18]=23)=[O:10].C(N(CC)CC)C. Product: [C:29]([O:28][C:26](=[O:27])[NH:25][C:15]1[CH:16]=[C:17]2[C:23](=[O:24])[NH:22][N:21]=[CH:20][C:19]3=[C:11]([C:9](=[O:10])[NH:1][CH2:2][CH2:3][OH:4])[NH:12][C:13]([CH:14]=1)=[C:18]23)([CH3:32])([CH3:31])[CH3:30]. The catalyst class is: 423. (2) Reactant: [CH3:1][O:2][CH2:3][CH2:4][NH:5][CH2:6][CH2:7][O:8][CH3:9].C(N(CC)CC)C.[Br:17][CH2:18][C:19](Br)=[O:20]. Product: [Br:17][CH2:18][C:19]([N:5]([CH2:6][CH2:7][O:8][CH3:9])[CH2:4][CH2:3][O:2][CH3:1])=[O:20]. The catalyst class is: 2. (3) Reactant: Cl[C:2]1[CH:7]=[CH:6][CH:5]=[CH:4][C:3]=1[N+:8]([O-:10])=[O:9].[C:11]([C:15]1[CH:20]=[CH:19][CH:18]=[CH:17][C:16]=1[OH:21])([CH3:14])([CH3:13])[CH3:12].C(=O)([O-])[O-].[K+].[K+]. Product: [C:11]([C:15]1[CH:20]=[CH:19][CH:18]=[CH:17][C:16]=1[O:21][C:2]1[CH:7]=[CH:6][CH:5]=[CH:4][C:3]=1[N+:8]([O-:10])=[O:9])([CH3:14])([CH3:12])[CH3:13]. The catalyst class is: 3. (4) Reactant: [CH:1]1([CH2:4][C:5]([F:12])([F:11])[C:6](OCC)=[O:7])[CH2:3][CH2:2]1.[BH4-].[Na+]. Product: [CH:1]1([CH2:4][C:5]([F:12])([F:11])[CH2:6][OH:7])[CH2:3][CH2:2]1. The catalyst class is: 8. (5) The catalyst class is: 1. Product: [Cl:3][C:4]1[CH:5]=[C:6]([CH2:25][C:26]([OH:28])=[O:27])[CH:7]=[CH:8][C:9]=1[NH:10][C:11]([C:13]1[C:21]2[C:16](=[CH:17][CH:18]=[CH:19][CH:20]=2)[N:15]([CH:22]([CH3:23])[CH3:24])[CH:14]=1)=[O:12]. Reactant: [OH-].[Na+].[Cl:3][C:4]1[CH:5]=[C:6]([CH2:25][C:26]([O:28]C)=[O:27])[CH:7]=[CH:8][C:9]=1[NH:10][C:11]([C:13]1[C:21]2[C:16](=[CH:17][CH:18]=[CH:19][CH:20]=2)[N:15]([CH:22]([CH3:24])[CH3:23])[CH:14]=1)=[O:12]. (6) Reactant: [CH2:1]([O:3][C:4](=[O:16])[CH2:5][O:6][C:7]1[CH:12]=[CH:11][C:10]([C:13]#[N:14])=[C:9](Cl)[CH:8]=1)[CH3:2].CC1(C)C(C)(C)OB([C:25]2[CH:30]=[CH:29][C:28]([C:31]3[S:32][CH:33]=[CH:34][C:35]=3[NH:36][S:37]([CH:40]([CH3:42])[CH3:41])(=[O:39])=[O:38])=[CH:27][CH:26]=2)O1.C([O-])([O-])=O.[Na+].[Na+].Cl. Product: [CH2:1]([O:3][C:4](=[O:16])[CH2:5][O:6][C:7]1[CH:8]=[C:9]([C:25]2[CH:26]=[CH:27][C:28]([C:31]3[S:32][CH:33]=[CH:34][C:35]=3[NH:36][S:37]([CH:40]([CH3:42])[CH3:41])(=[O:38])=[O:39])=[CH:29][CH:30]=2)[C:10]([C:13]#[N:14])=[CH:11][CH:12]=1)[CH3:2]. The catalyst class is: 12. (7) Product: [CH3:26][C:25]1[N:1]([CH2:2][C:3]2[CH:8]=[CH:7][C:6]([C:9]3[CH:14]=[CH:13][CH:12]=[CH:11][C:10]=3[C:15]3[NH:19][N:18]=[N:17][N:16]=3)=[CH:5][CH:4]=2)[C:21]([CH3:23])=[CH:20][CH:24]=1. The catalyst class is: 8. Reactant: [NH2:1][CH2:2][C:3]1[CH:8]=[CH:7][C:6]([C:9]2[CH:14]=[CH:13][CH:12]=[CH:11][C:10]=2[C:15]2[NH:19][N:18]=[N:17][N:16]=2)=[CH:5][CH:4]=1.[CH2:20]([CH2:24][C:25](=O)[CH3:26])[C:21]([CH3:23])=O.CC(O)=O.